From a dataset of Retrosynthesis with 50K atom-mapped reactions and 10 reaction types from USPTO. Predict the reactants needed to synthesize the given product. (1) Given the product CCN1CCN(c2cc(Cl)cc(C(F)(F)F)c2)CC1, predict the reactants needed to synthesize it. The reactants are: CCI.FC(F)(F)c1cc(Cl)cc(N2CCNCC2)c1. (2) The reactants are: CC(C)C[C@H](NC(=O)c1cc2ccccc2n1C)C(=O)NC1CCCN(C(=O)OC(C)(C)C)CC1. Given the product CC(C)C[C@H](NC(=O)c1cc2ccccc2n1C)C(=O)NC1CCCNCC1, predict the reactants needed to synthesize it. (3) Given the product CC1CC(C)N(C[C@@H](NC(=O)c2cccc(C(F)(F)F)c2Cl)c2ccccc2)C1, predict the reactants needed to synthesize it. The reactants are: CC1CC(C)N(C[C@@H](N)c2ccccc2)C1.O=C(O)c1cccc(C(F)(F)F)c1Cl.